From a dataset of Reaction yield outcomes from USPTO patents with 853,638 reactions. Predict the reaction yield, written as a fraction of the theoretical maximum amount of product (1.0 means a 100% yield; for example, 0.34 means a 34% yield). The reactants are Br[C:2]1[CH:8]=[CH:7][C:5]([NH2:6])=[C:4]([CH3:9])[C:3]=1[F:10].[C:11]([Cu])#[N:12].C(OCC)(=O)C. The catalyst is CCCCCC. The product is [NH2:6][C:5]1[CH:7]=[CH:8][C:2]([C:11]#[N:12])=[C:3]([F:10])[C:4]=1[CH3:9]. The yield is 0.670.